Dataset: Reaction yield outcomes from USPTO patents with 853,638 reactions. Task: Predict the reaction yield, written as a fraction of the theoretical maximum amount of product (1.0 means a 100% yield; for example, 0.34 means a 34% yield). (1) The reactants are C(Cl)CCl.C1C=CC2N(O)N=NC=2C=1.[CH3:15][O:16][C:17]([C:19]1[C:23]([NH2:24])=[CH:22][NH:21][N:20]=1)=[O:18].[C:25]([C:29]1[CH:30]=[CH:31][C:32]([O:38][CH3:39])=[C:33]([CH:37]=1)[C:34](O)=[O:35])([CH3:28])([CH3:27])[CH3:26]. The product is [CH3:15][O:16][C:17]([C:19]1[C:23]([NH:24][C:34](=[O:35])[C:33]2[CH:37]=[C:29]([C:25]([CH3:26])([CH3:27])[CH3:28])[CH:30]=[CH:31][C:32]=2[O:38][CH3:39])=[CH:22][NH:21][N:20]=1)=[O:18]. The yield is 0.930. The catalyst is CN(C=O)C. (2) The reactants are [Br:1][C:2]1[CH:3]=[N:4][C:5]([N:8]2[CH2:13][CH2:12][CH2:11][CH2:10][CH:9]2[C:14]([O:16]CC)=[O:15])=[N:6][CH:7]=1.[H-].[Na+].CI.[CH3:23]CCCCC. The catalyst is C1COCC1. The product is [Br:1][C:2]1[CH:7]=[N:6][C:5]([N:8]2[CH2:13][CH2:12][CH2:11][CH2:10][C:9]2([CH3:23])[C:14]([OH:16])=[O:15])=[N:4][CH:3]=1. The yield is 0.320. (3) The reactants are [C:1]([O:8][CH3:9])(=[O:7])/[CH:2]=[CH:3]/[C:4]([OH:6])=[O:5].[C:10]([O:18][CH2:19][CH2:20]Cl)(=[O:17])[C:11]1[CH:16]=[CH:15][CH:14]=[CH:13][CH:12]=1. The catalyst is CN1C(=O)CCC1. The product is [C:1]([O:8][CH3:9])(=[O:7])/[CH:2]=[CH:3]/[C:4]([O:6][CH2:20][CH2:19][O:18][C:10]([C:11]1[CH:16]=[CH:15][CH:14]=[CH:13][CH:12]=1)=[O:17])=[O:5]. The yield is 0.240. (4) The reactants are [NH2:1][CH2:2][C:3]1([C:16]([O:18][CH3:19])=[O:17])[CH2:8][CH2:7][N:6]([C:9]([O:11][C:12]([CH3:15])([CH3:14])[CH3:13])=[O:10])[CH2:5][CH2:4]1.[CH3:20][O:21][C:22]1[CH:29]=[CH:28][C:25]([CH:26]=O)=[CH:24][CH:23]=1.C([BH3-])#N.[Na+]. The catalyst is CO. The product is [CH3:20][O:21][C:22]1[CH:29]=[CH:28][C:25]([CH2:26][NH:1][CH2:2][C:3]2([C:16]([O:18][CH3:19])=[O:17])[CH2:4][CH2:5][N:6]([C:9]([O:11][C:12]([CH3:14])([CH3:15])[CH3:13])=[O:10])[CH2:7][CH2:8]2)=[CH:24][CH:23]=1. The yield is 0.580. (5) The catalyst is C(Cl)Cl. The reactants are C([CH:9]([O:16][C:17]([NH:19][CH2:20][C:21]1([CH2:27][C:28]([OH:30])=[O:29])[CH2:26][CH2:25][CH2:24][CH2:23][CH2:22]1)=[O:18])[C:10]1[CH:15]=[CH:14][CH:13]=[CH:12][CH:11]=1)(=O)C1C=CC=CC=1.[CH:31]1[CH:36]=[C:35](Cl)[CH:34]=[C:33]([C:38]([O:40]O)=[O:39])[CH:32]=1.C([O-])(O)=O.[Na+].C(O)(=O)CC(CC(O)=O)(C(O)=O)O. The yield is 0.490. The product is [C:38]([O:40][CH:9]([O:16][C:17]([NH:19][CH2:20][C:21]1([CH2:27][C:28]([OH:30])=[O:29])[CH2:22][CH2:23][CH2:24][CH2:25][CH2:26]1)=[O:18])[C:10]1[CH:11]=[CH:12][CH:13]=[CH:14][CH:15]=1)(=[O:39])[C:33]1[CH:34]=[CH:35][CH:36]=[CH:31][CH:32]=1. (6) The reactants are [Cl:1][C:2]1[CH:3]=[CH:4][C:5](I)=[C:6]([CH:12]=1)[C:7]([O:9][CH2:10][CH3:11])=[O:8].[N:14]1[C:23]2[C:18](=[CH:19][C:20](B(O)O)=[CH:21][CH:22]=2)[CH:17]=[CH:16][CH:15]=1.C([O-])([O-])=O.[K+].[K+].C(COC)OC. The catalyst is C1C=CC([P]([Pd]([P](C2C=CC=CC=2)(C2C=CC=CC=2)C2C=CC=CC=2)([P](C2C=CC=CC=2)(C2C=CC=CC=2)C2C=CC=CC=2)[P](C2C=CC=CC=2)(C2C=CC=CC=2)C2C=CC=CC=2)(C2C=CC=CC=2)C2C=CC=CC=2)=CC=1.O. The product is [Cl:1][C:2]1[CH:3]=[CH:4][C:5]([C:20]2[CH:19]=[C:18]3[C:23](=[CH:22][CH:21]=2)[N:14]=[CH:15][CH:16]=[CH:17]3)=[C:6]([CH:12]=1)[C:7]([O:9][CH2:10][CH3:11])=[O:8]. The yield is 0.390. (7) The catalyst is CO. The yield is 0.670. The product is [C:1]([O:5][C:6]([CH:8]1[CH2:12][CH2:11][CH:10]([OH:13])[CH2:9]1)=[O:7])([CH3:4])([CH3:2])[CH3:3]. The reactants are [C:1]([O:5][C:6]([CH:8]1[CH2:12][CH2:11][C:10](=[O:13])[CH2:9]1)=[O:7])([CH3:4])([CH3:3])[CH3:2].[BH4-].[Na+]. (8) The reactants are [N:1]1[CH:6]=[CH:5][C:4]([CH2:7][CH2:8][CH2:9][OH:10])=[CH:3][CH:2]=1.C(N(CC)CC)C.C1C(=O)N(OC(ON2C(=O)CCC2=O)=O)[C:20](=[O:21])C1.Cl.[C:37]12([CH2:47][CH2:48][NH:49][CH2:50][CH2:51][CH2:52][CH2:53][CH3:54])[CH2:46][CH:41]3[CH2:42][CH:43]([CH2:45][CH:39]([CH2:40]3)[CH2:38]1)[CH2:44]2. The catalyst is C(#N)C.C(Cl)Cl. The product is [C:37]12([CH2:47][CH2:48][N:49]([CH2:50][CH2:51][CH2:52][CH2:53][CH3:54])[C:20](=[O:21])[O:10][CH2:9][CH2:8][CH2:7][C:4]3[CH:5]=[CH:6][N:1]=[CH:2][CH:3]=3)[CH2:44][CH:43]3[CH2:42][CH:41]([CH2:40][CH:39]([CH2:45]3)[CH2:38]1)[CH2:46]2. The yield is 0.970. (9) The reactants are [H-].[Na+].CN(C=O)C.[N:8]([C@@H:11]1[C@@H:23]([O:24][CH2:25][C:26]2[CH:31]=[CH:30][C:29]([O:32][CH3:33])=[CH:28][CH:27]=2)[C@@H:22]([OH:34])[C@@H:21]([CH2:35][OH:36])[O:20][C@H:12]1[S:13][C:14]1[CH:19]=[CH:18][CH:17]=[CH:16][CH:15]=1)=[N+:9]=[N-:10].[CH:37]1[CH:42]=[CH:41][C:40]([CH2:43]Br)=[CH:39][CH:38]=1. The catalyst is C(OCC)(=O)C. The product is [N:8]([C@@H:11]1[C@@H:23]([O:24][CH2:25][C:26]2[CH:31]=[CH:30][C:29]([O:32][CH3:33])=[CH:28][CH:27]=2)[C@@H:22]([O:34][CH2:43][C:40]2[CH:41]=[CH:42][CH:37]=[CH:38][CH:39]=2)[C@@H:21]([CH2:35][O:36][CH2:25][C:26]2[CH:31]=[CH:30][CH:29]=[CH:28][CH:27]=2)[O:20][C@H:12]1[S:13][C:14]1[CH:15]=[CH:16][CH:17]=[CH:18][CH:19]=1)=[N+:9]=[N-:10]. The yield is 0.634. (10) The yield is 0.860. The product is [N+:1]([C:4]1[CH:11]=[CH:10][C:7]([CH:8]=[CH:17][C:12]([O:14][CH2:15][CH3:16])=[O:13])=[CH:6][CH:5]=1)([O-:3])=[O:2]. The reactants are [N+:1]([C:4]1[CH:11]=[CH:10][C:7]([CH:8]=O)=[CH:6][CH:5]=1)([O-:3])=[O:2].[C:12]([CH:17]=C1CCP(C2C=CC=CC=2)C1(C1C=CC=CC=1)C1C=CC=CC=1)([O:14][CH2:15][CH3:16])=[O:13]. The catalyst is C(Cl)Cl.